From a dataset of Full USPTO retrosynthesis dataset with 1.9M reactions from patents (1976-2016). Predict the reactants needed to synthesize the given product. (1) Given the product [CH:1]1([NH:4][C:5](=[O:31])[C:6]2[CH:11]=[C:10]([F:12])[C:9]([CH3:13])=[C:8]([C:14]3[CH:15]=[C:16]4[C:21](=[CH:22][CH:23]=3)[C:20](=[O:24])[N:19]([CH2:25][CH:26]3[CH2:27][CH2:28]3)[CH:18]=[C:17]4[CH2:29][N:37]3[CH2:36][C@@H:35]([CH3:39])[NH:34][C@@H:33]([CH3:32])[CH2:38]3)[CH:7]=2)[CH2:2][CH2:3]1, predict the reactants needed to synthesize it. The reactants are: [CH:1]1([NH:4][C:5](=[O:31])[C:6]2[CH:11]=[C:10]([F:12])[C:9]([CH3:13])=[C:8]([C:14]3[CH:15]=[C:16]4[C:21](=[CH:22][CH:23]=3)[C:20](=[O:24])[N:19]([CH2:25][CH:26]3[CH2:28][CH2:27]3)[CH:18]=[C:17]4[CH:29]=O)[CH:7]=2)[CH2:3][CH2:2]1.[CH3:32][C@@H:33]1[CH2:38][NH:37][CH2:36][C@H:35]([CH3:39])[NH:34]1. (2) Given the product [Br:16][C:17]1[CH:22]=[CH:21][C:20]2[NH:23][C:13](/[CH:12]=[CH:11]/[C:8]3[CH:9]=[CH:10][C:5]([C:1]([CH3:4])([CH3:3])[CH3:2])=[CH:6][CH:7]=3)=[N:24][C:19]=2[CH:18]=1, predict the reactants needed to synthesize it. The reactants are: [C:1]([C:5]1[CH:10]=[CH:9][C:8]([CH:11]=[CH:12][C:13](O)=O)=[CH:7][CH:6]=1)([CH3:4])([CH3:3])[CH3:2].[Br:16][C:17]1[CH:18]=[C:19]([NH2:24])[C:20]([NH2:23])=[CH:21][CH:22]=1. (3) Given the product [OH:25][C:7]1[CH:6]=[C:5]([CH2:4][CH2:3][CH2:2][N:1]2[C:36](=[O:35])[C:37]3[C:38](=[CH:39][CH:40]=[CH:41][CH:42]=3)[NH:43][C:44]2=[O:45])[CH:10]=[CH:9][C:8]=1[N:11]1[CH2:12][C:13](=[O:24])[NH:14][S:15]1(=[O:16])=[O:17], predict the reactants needed to synthesize it. The reactants are: [NH2:1][CH2:2][CH2:3][CH2:4][C:5]1[CH:10]=[CH:9][C:8]([N:11]2[S:15](=[O:17])(=[O:16])[N:14](CC[Si](C)(C)C)[C:13](=[O:24])[CH2:12]2)=[C:7]([O:25]CC2C=CC=CC=2)[CH:6]=1.C([O:35][C:36](=O)[C:37]1[CH:42]=[CH:41][CH:40]=[CH:39][C:38]=1[N:43]=[C:44]=[O:45])C.N1C2C(=CC=CC=2)C=NC=1. (4) Given the product [ClH:35].[ClH:35].[F:1][C:2]1[CH:3]=[C:4]2[C:9](=[CH:10][CH:11]=1)[N:8]=[C:7](/[CH:12]=[CH:13]/[C:14]1[N:19]=[C:18]([NH:20][C@H:21]3[CH2:22][CH2:23][C@H:24]([O:27][CH3:28])[CH2:25][CH2:26]3)[CH:17]=[C:16]([N:29]3[CH2:33][CH2:32][CH2:31][CH2:30]3)[N:15]=1)[C:6]([CH3:34])=[N:5]2.[F:1][C:2]1[CH:3]=[C:4]2[C:9](=[CH:10][CH:11]=1)[N:8]=[C:7](/[CH:12]=[CH:13]/[C:14]1[N:19]=[C:18]([NH:20][C@H:21]3[CH2:22][CH2:23][C@H:24]([O:27][CH3:28])[CH2:25][CH2:26]3)[CH:17]=[C:16]([N:29]3[CH2:33][CH2:32][CH2:31][CH2:30]3)[N:15]=1)[C:6]([CH3:34])=[N:5]2, predict the reactants needed to synthesize it. The reactants are: [F:1][C:2]1[CH:3]=[C:4]2[C:9](=[CH:10][CH:11]=1)[N:8]=[C:7](/[CH:12]=[CH:13]/[C:14]1[N:19]=[C:18]([NH:20][C@H:21]3[CH2:26][CH2:25][C@H:24]([O:27][CH3:28])[CH2:23][CH2:22]3)[CH:17]=[C:16]([N:29]3[CH2:33][CH2:32][CH2:31][CH2:30]3)[N:15]=1)[C:6]([CH3:34])=[N:5]2.[ClH:35]. (5) Given the product [C:1]([CH:9]1[O:13][C:12](=[O:14])[CH2:11][CH2:10]1)(=[O:8])[C:2]1[CH:7]=[CH:6][CH:5]=[CH:4][CH:3]=1, predict the reactants needed to synthesize it. The reactants are: [C:1]([CH2:9][CH2:10][CH2:11][C:12]([OH:14])=[O:13])(=[O:8])[C:2]1[CH:7]=[CH:6][CH:5]=[CH:4][CH:3]=1.O1CCOCC1.BrBr.C([O-])(O)=O.[Na+]. (6) The reactants are: [OH:1][C:2]1[CH:7]=[CH:6][C:5]([CH2:8][CH2:9][C:10]#[N:11])=[CH:4][CH:3]=1.C(=O)([O-])[O-].[K+].[K+].Br[CH2:19][C:20]#[N:21]. Given the product [C:20]([CH2:19][O:1][C:2]1[CH:3]=[CH:4][C:5]([CH2:8][CH2:9][C:10]#[N:11])=[CH:6][CH:7]=1)#[N:21], predict the reactants needed to synthesize it. (7) Given the product [OH:3][NH:2][S:18]([C:13]1[CH:14]=[CH:15][CH:16]=[CH:17][C:12]=1[O:11][CH3:10])(=[O:20])=[O:19], predict the reactants needed to synthesize it. The reactants are: Cl.[NH2:2][OH:3].C(=O)([O-])[O-].[K+].[K+].[CH3:10][O:11][C:12]1[CH:17]=[CH:16][CH:15]=[CH:14][C:13]=1[S:18](Cl)(=[O:20])=[O:19].S(Cl)(Cl)(=O)=O.